Dataset: Full USPTO retrosynthesis dataset with 1.9M reactions from patents (1976-2016). Task: Predict the reactants needed to synthesize the given product. (1) Given the product [C:6]([C:5]1[CH:8]=[CH:9][C:2]([O:1][CH:11]2[CH2:16][CH2:15][N:14]([C:17]([O:19][C:20]([CH3:23])([CH3:22])[CH3:21])=[O:18])[CH2:13][CH2:12]2)=[CH:3][CH:4]=1)#[N:7], predict the reactants needed to synthesize it. The reactants are: [OH:1][C:2]1[CH:9]=[CH:8][C:5]([C:6]#[N:7])=[CH:4][CH:3]=1.O[CH:11]1[CH2:16][CH2:15][N:14]([C:17]([O:19][C:20]([CH3:23])([CH3:22])[CH3:21])=[O:18])[CH2:13][CH2:12]1.C1(P(C2C=CC=CC=2)C2C=CC=CC=2)C=CC=CC=1.N(C(OCC)=O)=NC(OCC)=O. (2) Given the product [C:40]([C:37]1[CH:36]=[CH:35][C:34]([C:33]([NH:32][CH:29]2[CH2:30][CH2:31][N:26]([C:24](=[O:25])[C@@H:23]([NH:22][C:14](=[O:15])[C@@H:13]([CH2:12][N:9]([CH:10]=[O:11])[OH:8])[CH2:17][CH:18]([CH3:20])[CH3:19])[C:43]([CH3:46])([CH3:45])[CH3:44])[CH2:27][CH2:28]2)=[O:42])=[CH:39][CH:38]=1)#[N:41], predict the reactants needed to synthesize it. The reactants are: C([O:8][N:9]([CH2:12][C@@H:13]([CH2:17][CH:18]([CH3:20])[CH3:19])[C:14](O)=[O:15])[CH:10]=[O:11])C1C=CC=CC=1.Cl.[NH2:22][C@@H:23]([C:43]([CH3:46])([CH3:45])[CH3:44])[C:24]([N:26]1[CH2:31][CH2:30][CH:29]([NH:32][C:33](=[O:42])[C:34]2[CH:39]=[CH:38][C:37]([C:40]#[N:41])=[CH:36][CH:35]=2)[CH2:28][CH2:27]1)=[O:25]. (3) Given the product [CH:35]1([NH:34][C:32](=[O:33])[C:31](=[O:38])[C@@H:30]([NH:29][C:24]([C@@H:9]2[CH2:10][C@@H:11]([S:13]([C:16]3[CH:21]=[CH:20][C:19]([CH3:22])=[CH:18][C:17]=3[CH3:23])(=[O:15])=[O:14])[CH2:12][N:8]2[C:6]([O:5][C:1]([CH3:2])([CH3:3])[CH3:4])=[O:7])=[O:26])[CH2:39][CH3:40])[CH2:37][CH2:36]1, predict the reactants needed to synthesize it. The reactants are: [C:1]([O:5][C:6]([N:8]1[CH2:12][C@H:11]([S:13]([C:16]2[CH:21]=[CH:20][C:19]([CH3:22])=[CH:18][C:17]=2[CH3:23])(=[O:15])=[O:14])[CH2:10][C@H:9]1[C:24]([OH:26])=O)=[O:7])([CH3:4])([CH3:3])[CH3:2].Cl.Cl.[NH2:29][C@@H:30]([CH2:39][CH3:40])[C@H:31]([OH:38])[C:32]([NH:34][CH:35]1[CH2:37][CH2:36]1)=[O:33].C(N(CC)C(C)C)(C)C.CN(C(ON1N=NC2C=CC=NC1=2)=[N+](C)C)C.F[P-](F)(F)(F)(F)F. (4) The reactants are: [N:1]([CH2:4][C@H:5]([CH:19]1[CH2:21][CH2:20]1)[C@@H:6]([OH:18])[C@H:7]([NH:10][C:11](=[O:17])[O:12][C:13]([CH3:16])([CH3:15])[CH3:14])[CH2:8][OH:9])=[N+:2]=[N-:3].[C:22]1([CH3:32])[CH:27]=[CH:26][C:25]([S:28](Cl)(=[O:30])=[O:29])=[CH:24][CH:23]=1. Given the product [CH3:32][C:22]1[CH:27]=[CH:26][C:25]([S:28]([O:9][CH2:8][C@@H:7]([NH:10][C:11]([O:12][C:13]([CH3:16])([CH3:15])[CH3:14])=[O:17])[C@H:6]([OH:18])[C@@H:5]([CH:19]2[CH2:20][CH2:21]2)[CH2:4][N:1]=[N+:2]=[N-:3])(=[O:30])=[O:29])=[CH:24][CH:23]=1, predict the reactants needed to synthesize it. (5) Given the product [CH2:11]([CH:13]([N:18]([C:6](=[O:7])[C:5]1[CH:9]=[C:10]([O:38][CH3:37])[C:2]([CH3:1])=[C:3]([O:34][CH3:31])[CH:4]=1)[NH:19][C:20](=[O:30])[C:21]1[CH:26]=[CH:25][CH:24]=[C:23]([O:27][CH3:28])[C:22]=1[CH3:29])[C:14]([CH3:17])([CH3:15])[CH3:16])[CH3:12], predict the reactants needed to synthesize it. The reactants are: [CH3:1][C:2]1[CH:10]=[CH:9][C:5]([C:6](Cl)=[O:7])=[CH:4][CH:3]=1.[CH2:11]([CH:13]([NH:18][NH:19][C:20](=[O:30])[C:21]1[CH:26]=[CH:25][CH:24]=[C:23]([O:27][CH3:28])[C:22]=1[CH3:29])[C:14]([CH3:17])([CH3:16])[CH3:15])[CH3:12].[C:31]([O-:34])([O-])=O.[K+].[K+].[C:37]([O-])(O)=[O:38].[Na+]. (6) Given the product [C:3]([SiH2:7][O:8][C:9]([CH3:25])([CH3:24])[C:10]1[O:11][CH:12]=[C:13]([CH2:15][N:16]2[CH:20]=[C:19]([NH2:21])[CH:18]=[N:17]2)[N:14]=1)([CH3:6])([CH3:4])[CH3:5], predict the reactants needed to synthesize it. The reactants are: N#N.[C:3]([SiH2:7][O:8][C:9]([CH3:25])([CH3:24])[C:10]1[O:11][CH:12]=[C:13]([CH2:15][N:16]2[CH:20]=[C:19]([N+:21]([O-])=O)[CH:18]=[N:17]2)[N:14]=1)([CH3:6])([CH3:5])[CH3:4].[NH4+].[Cl-].